This data is from Forward reaction prediction with 1.9M reactions from USPTO patents (1976-2016). The task is: Predict the product of the given reaction. (1) Given the reactants [NH2:1][C:2]1[N:7]=[C:6]([C:8]2[O:9][CH:10]=[CH:11][CH:12]=2)[C:5]([C:13]#[N:14])=[C:4]([S:15][CH3:16])[N:3]=1.[Cl:17]N1C(=O)CCC1=O, predict the reaction product. The product is: [NH2:1][C:2]1[N:7]=[C:6]([C:8]2[O:9][C:10]([Cl:17])=[CH:11][CH:12]=2)[C:5]([C:13]#[N:14])=[C:4]([S:15][CH3:16])[N:3]=1. (2) Given the reactants [F:1][C:2]1[CH:7]=[CH:6][C:5]([NH:8][C:9]2[C:10]([NH2:15])=[CH:11][CH:12]=[CH:13][CH:14]=2)=[C:4]([CH3:16])[CH:3]=1.[S:17](N)(N)(=[O:19])=[O:18], predict the reaction product. The product is: [F:1][C:2]1[CH:7]=[CH:6][C:5]([N:8]2[C:9]3[CH:14]=[CH:13][CH:12]=[CH:11][C:10]=3[NH:15][S:17]2(=[O:19])=[O:18])=[C:4]([CH3:16])[CH:3]=1. (3) Given the reactants Cl[C:2]1[N:3]=[N:4][CH:5]=[C:6](Cl)[C:7]=1[Cl:8].[NH:10]1[CH2:15][CH2:14][CH:13]([C:16]2[CH:21]=[CH:20][N:19]=[CH:18][CH:17]=2)[CH2:12][CH2:11]1.C(=O)([O-])[O-].[K+].[K+].[NH2:28][NH2:29], predict the reaction product. The product is: [Cl:8][C:7]1[C:6]([N:19]2[CH2:18][CH2:17][CH:16]([C:13]3[CH:14]=[CH:15][N:10]=[CH:11][CH:12]=3)[CH2:21][CH2:20]2)=[CH:5][N:4]=[N:3][C:2]=1[NH:28][NH2:29]. (4) Given the reactants C(OC([N:8]1[CH2:17][CH2:16][C:15]2[N:14]([CH2:18][C:19]3[CH:24]=[CH:23][C:22]([O:25][CH3:26])=[CH:21][C:20]=3[CH3:27])[N:13]=[C:12]([C:28]3[CH:33]=[CH:32][C:31]([Cl:34])=[CH:30][CH:29]=3)[C:11]=2[CH2:10][CH2:9]1)=O)(C)(C)C.C(O)(C(F)(F)F)=O, predict the reaction product. The product is: [Cl:34][C:31]1[CH:32]=[CH:33][C:28]([C:12]2[C:11]3[CH2:10][CH2:9][NH:8][CH2:17][CH2:16][C:15]=3[N:14]([CH2:18][C:19]3[CH:24]=[CH:23][C:22]([O:25][CH3:26])=[CH:21][C:20]=3[CH3:27])[N:13]=2)=[CH:29][CH:30]=1. (5) Given the reactants [OH:1][C:2]1[CH:3]=[C:4]([C:14]2[NH:18][C:17]([C:19]([O:21][CH2:22][C:23]3[CH:28]=[CH:27][CH:26]=[CH:25][CH:24]=3)=[O:20])=[CH:16][CH:15]=2)[CH:5]=[C:6]([O:8][C@@H:9]([CH3:13])[CH2:10][O:11][CH3:12])[CH:7]=1.[CH:29]([Si:32](Cl)([CH:36]([CH3:38])[CH3:37])[CH:33]([CH3:35])[CH3:34])([CH3:31])[CH3:30].C(N(CC)CC)C.O, predict the reaction product. The product is: [CH3:12][O:11][CH2:10][C@H:9]([CH3:13])[O:8][C:6]1[CH:5]=[C:4]([C:14]2[NH:18][C:17]([C:19]([O:21][CH2:22][C:23]3[CH:28]=[CH:27][CH:26]=[CH:25][CH:24]=3)=[O:20])=[CH:16][CH:15]=2)[CH:3]=[C:2]([O:1][Si:32]([CH:36]([CH3:38])[CH3:37])([CH:33]([CH3:35])[CH3:34])[CH:29]([CH3:31])[CH3:30])[CH:7]=1. (6) Given the reactants [Br:1][C:2]1[CH:3]=[C:4]2[C:9](=[CH:10][CH:11]=1)[N:8]=[CH:7][C:6]([N+:12]([O-:14])=[O:13])=[C:5]2Cl.[CH3:16][O:17][C:18]1[N:23]=[CH:22][C:21]([NH2:24])=[CH:20][CH:19]=1.O, predict the reaction product. The product is: [Br:1][C:2]1[CH:3]=[C:4]2[C:9](=[CH:10][CH:11]=1)[N:8]=[CH:7][C:6]([N+:12]([O-:14])=[O:13])=[C:5]2[NH:24][C:21]1[CH:22]=[N:23][C:18]([O:17][CH3:16])=[CH:19][CH:20]=1. (7) Given the reactants [Cl:1][C:2]1[CH:15]=[CH:14][C:5]([NH:6]C(OC(C)(C)C)=O)=[CH:4][CH:3]=1.[F:16][C:17]([F:28])([F:27])[C:18]1[CH:26]=[CH:25][CH:24]=[CH:23][C:19]=1[C:20](Cl)=[O:21], predict the reaction product. The product is: [NH2:6][C:5]1[CH:4]=[CH:3][C:2]([Cl:1])=[CH:15][C:14]=1[C:20]([C:19]1[CH:23]=[CH:24][CH:25]=[CH:26][C:18]=1[C:17]([F:16])([F:27])[F:28])=[O:21]. (8) Given the reactants [Cl:1][C:2]1[CH:3]=[C:4]([C:10]2([C:27]([F:30])([F:29])[F:28])[CH2:14][CH2:13][N:12]([C:15]3[CH:20]=[CH:19][C:18]([CH2:21][NH2:22])=[C:17]([C:23]([F:26])([F:25])[F:24])[CH:16]=3)[CH2:11]2)[CH:5]=[C:6]([Cl:9])[C:7]=1[Cl:8].[C:31](O[C:31](=[O:34])[CH2:32][CH3:33])(=[O:34])[CH2:32][CH3:33], predict the reaction product. The product is: [Cl:1][C:2]1[CH:3]=[C:4]([C:10]2([C:27]([F:29])([F:28])[F:30])[CH2:14][CH2:13][N:12]([C:15]3[CH:20]=[CH:19][C:18]([CH2:21][NH:22][C:31](=[O:34])[CH2:32][CH3:33])=[C:17]([C:23]([F:24])([F:25])[F:26])[CH:16]=3)[CH2:11]2)[CH:5]=[C:6]([Cl:9])[C:7]=1[Cl:8].